The task is: Binary Classification. Given a miRNA mature sequence and a target amino acid sequence, predict their likelihood of interaction.. This data is from Experimentally validated miRNA-target interactions with 360,000+ pairs, plus equal number of negative samples. The miRNA is hsa-miR-556-3p with sequence AUAUUACCAUUAGCUCAUCUUU. The protein sequence of the target gene is MAAAAGDADDEPRSGHSSSEGECAVAPEPLTDAEGLFSFADFGSALGGGGAGLSGRASGGAQSPLRYLHVLWQQDAEPRDELRCKIPAGRLRRAARPHRRLGPTGKEVHALKRLRDSANANDVETVQQLLEDGADPCAADDKGRTALHFASCNGNDQIVQLLLDHGADPNQRDGLGNTPLHLAACTNHVPVITTLLRGGARVDALDRAGRTPLHLAKSKLNILQEGHAQCLEAVRLEVKQIIHMLREYLERLGQHEQRERLDDLCTRLQMTSTKEQVDEVTDLLASFTSLSLQMQSMEKR.... Result: 0 (no interaction).